Dataset: NCI-60 drug combinations with 297,098 pairs across 59 cell lines. Task: Regression. Given two drug SMILES strings and cell line genomic features, predict the synergy score measuring deviation from expected non-interaction effect. (1) Drug 1: CS(=O)(=O)C1=CC(=C(C=C1)C(=O)NC2=CC(=C(C=C2)Cl)C3=CC=CC=N3)Cl. Drug 2: CCN(CC)CCCC(C)NC1=C2C=C(C=CC2=NC3=C1C=CC(=C3)Cl)OC. Cell line: T-47D. Synergy scores: CSS=16.2, Synergy_ZIP=-2.94, Synergy_Bliss=2.47, Synergy_Loewe=1.49, Synergy_HSA=2.04. (2) Drug 1: CNC(=O)C1=NC=CC(=C1)OC2=CC=C(C=C2)NC(=O)NC3=CC(=C(C=C3)Cl)C(F)(F)F. Drug 2: C#CCC(CC1=CN=C2C(=N1)C(=NC(=N2)N)N)C3=CC=C(C=C3)C(=O)NC(CCC(=O)O)C(=O)O. Cell line: MOLT-4. Synergy scores: CSS=3.91, Synergy_ZIP=-0.0210, Synergy_Bliss=1.24, Synergy_Loewe=2.26, Synergy_HSA=0.797. (3) Cell line: COLO 205. Drug 1: CC1=C(C(=CC=C1)Cl)NC(=O)C2=CN=C(S2)NC3=CC(=NC(=N3)C)N4CCN(CC4)CCO. Synergy scores: CSS=45.6, Synergy_ZIP=3.50, Synergy_Bliss=1.66, Synergy_Loewe=-10.3, Synergy_HSA=3.99. Drug 2: CCC1(C2=C(COC1=O)C(=O)N3CC4=CC5=C(C=CC(=C5CN(C)C)O)N=C4C3=C2)O.Cl. (4) Synergy scores: CSS=32.6, Synergy_ZIP=2.57, Synergy_Bliss=7.34, Synergy_Loewe=0.0323, Synergy_HSA=5.16. Cell line: HL-60(TB). Drug 1: C1=CC(=CC=C1CC(C(=O)O)N)N(CCCl)CCCl.Cl. Drug 2: CC(C)CN1C=NC2=C1C3=CC=CC=C3N=C2N. (5) Drug 1: C1=NC(=NC(=O)N1C2C(C(C(O2)CO)O)O)N. Drug 2: C#CCC(CC1=CN=C2C(=N1)C(=NC(=N2)N)N)C3=CC=C(C=C3)C(=O)NC(CCC(=O)O)C(=O)O. Cell line: HOP-62. Synergy scores: CSS=18.6, Synergy_ZIP=0.667, Synergy_Bliss=5.31, Synergy_Loewe=-2.08, Synergy_HSA=-0.0368. (6) Cell line: NCIH23. Synergy scores: CSS=-0.203, Synergy_ZIP=4.08, Synergy_Bliss=2.32, Synergy_Loewe=3.35, Synergy_HSA=-1.58. Drug 2: CC1=C(C=C(C=C1)C(=O)NC2=CC(=CC(=C2)C(F)(F)F)N3C=C(N=C3)C)NC4=NC=CC(=N4)C5=CN=CC=C5. Drug 1: CN1C2=C(C=C(C=C2)N(CCCl)CCCl)N=C1CCCC(=O)O.Cl. (7) Drug 1: CC1=C(C(=CC=C1)Cl)NC(=O)C2=CN=C(S2)NC3=CC(=NC(=N3)C)N4CCN(CC4)CCO. Drug 2: C#CCC(CC1=CN=C2C(=N1)C(=NC(=N2)N)N)C3=CC=C(C=C3)C(=O)NC(CCC(=O)O)C(=O)O. Cell line: OVCAR-5. Synergy scores: CSS=72.1, Synergy_ZIP=1.55, Synergy_Bliss=-1.18, Synergy_Loewe=-10.5, Synergy_HSA=-0.989. (8) Drug 1: C1=CN(C(=O)N=C1N)C2C(C(C(O2)CO)O)O.Cl. Drug 2: CCC1=C2CN3C(=CC4=C(C3=O)COC(=O)C4(CC)O)C2=NC5=C1C=C(C=C5)O. Cell line: NCI-H226. Synergy scores: CSS=11.4, Synergy_ZIP=-1.13, Synergy_Bliss=2.05, Synergy_Loewe=-6.34, Synergy_HSA=-0.122. (9) Drug 1: C1CCC(C1)C(CC#N)N2C=C(C=N2)C3=C4C=CNC4=NC=N3. Drug 2: C1=CC(=C2C(=C1NCCNCCO)C(=O)C3=C(C=CC(=C3C2=O)O)O)NCCNCCO. Cell line: SK-OV-3. Synergy scores: CSS=55.0, Synergy_ZIP=0.985, Synergy_Bliss=2.50, Synergy_Loewe=-30.8, Synergy_HSA=3.48. (10) Drug 1: CC1CCC2CC(C(=CC=CC=CC(CC(C(=O)C(C(C(=CC(C(=O)CC(OC(=O)C3CCCCN3C(=O)C(=O)C1(O2)O)C(C)CC4CCC(C(C4)OC)O)C)C)O)OC)C)C)C)OC. Drug 2: CC1=C2C(C(=O)C3(C(CC4C(C3C(C(C2(C)C)(CC1OC(=O)C(C(C5=CC=CC=C5)NC(=O)C6=CC=CC=C6)O)O)OC(=O)C7=CC=CC=C7)(CO4)OC(=O)C)O)C)OC(=O)C. Cell line: HCC-2998. Synergy scores: CSS=11.9, Synergy_ZIP=1.09, Synergy_Bliss=2.75, Synergy_Loewe=-10.2, Synergy_HSA=-0.526.